From a dataset of Catalyst prediction with 721,799 reactions and 888 catalyst types from USPTO. Predict which catalyst facilitates the given reaction. (1) Reactant: N(C(N1CCCCC1)=O)=NC(N1CCCCC1)=O.[Cl:19][C:20]1[CH:39]=[CH:38][C:23]([NH:24][C:25]2[C:34]3[C:29](=[CH:30][C:31]([OH:37])=[C:32]([O:35][CH3:36])[CH:33]=3)[N:28]=[CH:27][N:26]=2)=[C:22]([F:40])[CH:21]=1.[CH3:41][N:42]1[CH2:47][CH2:46][CH2:45][CH:44]([CH2:48]O)[CH2:43]1.C(P(CCCC)CCCC)CCC. Product: [Cl:19][C:20]1[CH:39]=[CH:38][C:23]([NH:24][C:25]2[C:34]3[C:29](=[CH:30][C:31]([O:37][CH2:48][CH:44]4[CH2:45][CH2:46][CH2:47][N:42]([CH3:41])[CH2:43]4)=[C:32]([O:35][CH3:36])[CH:33]=3)[N:28]=[CH:27][N:26]=2)=[C:22]([F:40])[CH:21]=1. The catalyst class is: 158. (2) Reactant: Br[C:2]1[CH:7]=[CH:6][C:5]([C:8]([N:10]2[CH2:15][CH2:14][N:13]([CH:16]3[CH2:19][CH2:18][CH2:17]3)[CH2:12][CH2:11]2)=[O:9])=[CH:4][CH:3]=1.BrC1C=[CH:28][C:24]([C:25](O)=O)=CC=1.F[P-](F)(F)(F)(F)F.N1([O:46][P+](N2CCCC2)(N2CCCC2)N2CCCC2)C2C=CC=CC=2N=N1.ON1C2C=CC=CC=2N=N1.Cl.Cl.C1(N2CCNCC2)CCC1.CCN(CC)CC. The catalyst class is: 34. Product: [CH:16]1([N:13]2[CH2:14][CH2:15][N:10]([C:8]([C:5]3[CH:6]=[CH:7][C:2]([C:24]([OH:46])([CH3:25])[CH3:28])=[CH:3][CH:4]=3)=[O:9])[CH2:11][CH2:12]2)[CH2:19][CH2:18][CH2:17]1.